From a dataset of Forward reaction prediction with 1.9M reactions from USPTO patents (1976-2016). Predict the product of the given reaction. Given the reactants C([O:5][C:6]([CH:8]1[CH:12]([C:13]2[CH:18]=[CH:17][CH:16]=[C:15]([Cl:19])[C:14]=2[F:20])[C:11]([C:23]2[CH:28]=[CH:27][C:26]([Br:29])=[CH:25][N:24]=2)([C:21]#[N:22])[CH:10]([CH2:30][C:31]([CH3:34])([CH3:33])[CH3:32])[NH:9]1)=[O:7])(C)(C)C.[F:35][C:36]([F:41])([F:40])[C:37]([OH:39])=[O:38], predict the reaction product. The product is: [F:35][C:36]([F:41])([F:40])[C:37]([OH:39])=[O:38].[Br:29][C:26]1[CH:27]=[CH:28][C:23]([C:11]2([C:21]#[N:22])[CH:10]([CH2:30][C:31]([CH3:32])([CH3:33])[CH3:34])[NH:9][CH:8]([C:6]([OH:7])=[O:5])[CH:12]2[C:13]2[CH:18]=[CH:17][CH:16]=[C:15]([Cl:19])[C:14]=2[F:20])=[N:24][CH:25]=1.